From a dataset of Catalyst prediction with 721,799 reactions and 888 catalyst types from USPTO. Predict which catalyst facilitates the given reaction. (1) Reactant: [C:1]([O:5][C:6]([N:8]1[CH2:14][CH2:13][C:12](=[O:15])[N:11]([CH2:16][CH2:17][CH:18]=O)[CH2:10][C@H:9]1[CH3:20])=[O:7])([CH3:4])([CH3:3])[CH3:2].Cl.[CH2:22]1[C:24]2([CH2:29][CH2:28][NH:27][CH2:26][C@H:25]2[OH:30])[CH2:23]1.C(N(CC)CC)C.C(O)(=O)C.C(O[BH-](OC(=O)C)OC(=O)C)(=O)C.[Na+].C(=O)([O-])O.[Na+]. Product: [C:1]([O:5][C:6]([N:8]1[CH2:14][CH2:13][C:12](=[O:15])[N:11]([CH2:16][CH2:17][CH2:18][N:27]2[CH2:28][CH2:29][C:24]3([CH2:22][CH2:23]3)[C@H:25]([OH:30])[CH2:26]2)[CH2:10][C@H:9]1[CH3:20])=[O:7])([CH3:4])([CH3:3])[CH3:2]. The catalyst class is: 4. (2) Reactant: [C:1]([O:5][C:6]([N:8]([C@H:10]([CH2:14][C:15]1[CH:24]=[CH:23][C:22]2[C:17](=[CH:18][CH:19]=[CH:20][CH:21]=2)[CH:16]=1)[C:11](O)=[O:12])[CH3:9])=[O:7])([CH3:4])([CH3:3])[CH3:2].ON1C2N=CC=CC=2N=N1.Cl.C(N=C=NCCCN(C)C)C.[CH3:47][N:48]([CH3:61])[C:49](=[O:60])[C@H:50]([NH:58][CH3:59])[CH2:51][C:52]1[CH:57]=[CH:56][CH:55]=[CH:54][CH:53]=1.C(N(C(C)C)CC)(C)C. Product: [C:1]([O:5][C:6](=[O:7])[N:8]([C@@H:10]([C:11](=[O:12])[N:58]([C@@H:50]([C:49](=[O:60])[N:48]([CH3:47])[CH3:61])[CH2:51][C:52]1[CH:53]=[CH:54][CH:55]=[CH:56][CH:57]=1)[CH3:59])[CH2:14][C:15]1[CH:24]=[CH:23][C:22]2[C:17](=[CH:18][CH:19]=[CH:20][CH:21]=2)[CH:16]=1)[CH3:9])([CH3:2])([CH3:4])[CH3:3]. The catalyst class is: 4. (3) Reactant: [CH3:1][N:2]([CH3:28])[C:3]([C:5]1[C:15]([CH2:16][CH2:17][C@H:18]([C:20]2[CH:25]=[CH:24][CH:23]=[CH:22][C:21]=2[Cl:26])O)=[C:14]([OH:27])[C:8]2[N:9]=[C:10]([CH3:13])[N:11]([CH3:12])[C:7]=2[CH:6]=1)=[O:4].C1(P(C2C=CC=CC=2)C2C=CC=CC=2)C=CC=CC=1.CC(OC(/N=N/C(OC(C)C)=O)=O)C. Product: [CH3:1][N:2]([CH3:28])[C:3]([C:5]1[C:15]2[CH2:16][CH2:17][C@@H:18]([C:20]3[CH:25]=[CH:24][CH:23]=[CH:22][C:21]=3[Cl:26])[O:27][C:14]=2[C:8]2[N:9]=[C:10]([CH3:13])[N:11]([CH3:12])[C:7]=2[CH:6]=1)=[O:4]. The catalyst class is: 7. (4) Reactant: [NH:1]1[CH2:6][CH2:5][NH:4][CH2:3][CH2:2]1.Br[C:8]1[S:9][CH:10]=[CH:11][N:12]=1. Product: [S:9]1[CH:10]=[CH:11][N:12]=[C:8]1[N:1]1[CH2:6][CH2:5][NH:4][CH2:3][CH2:2]1. The catalyst class is: 10. (5) Reactant: Cl.[NH2:2][CH2:3][CH:4]([C:9]1[CH:21]=[CH:20][C:12]([C:13]([O:15][C:16]([CH3:19])([CH3:18])[CH3:17])=[O:14])=[CH:11][CH:10]=1)[C:5]([O:7][CH3:8])=[O:6].N1C=CC=CC=1.[C:28](Cl)(=[O:30])[CH3:29]. Product: [C:28]([NH:2][CH2:3][CH:4]([C:9]1[CH:10]=[CH:11][C:12]([C:13]([O:15][C:16]([CH3:17])([CH3:18])[CH3:19])=[O:14])=[CH:20][CH:21]=1)[C:5]([O:7][CH3:8])=[O:6])(=[O:30])[CH3:29]. The catalyst class is: 91. (6) Reactant: C(OC([N:8]1[CH2:12][CH2:11][CH:10]([N:13]2[CH2:18][CH2:17][CH:16]([N:19]3[C:23]4[CH:24]=[CH:25][CH:26]=[CH:27][C:22]=4[N:21]([C:28]([O:30][CH2:31][C:32]4[CH:37]=[CH:36][CH:35]=[CH:34][CH:33]=4)=[O:29])[C:20]3=[O:38])[CH2:15][CH2:14]2)[CH2:9]1)=O)(C)(C)C.[ClH:39]. Product: [O:38]=[C:20]1[N:21]([C:28]([O:30][CH2:31][C:32]2[CH:33]=[CH:34][CH:35]=[CH:36][CH:37]=2)=[O:29])[C:22]2[CH:27]=[CH:26][CH:25]=[CH:24][C:23]=2[N:19]1[CH:16]1[CH2:15][CH2:14][N:13]([CH:10]2[CH2:11][CH2:12][NH:8][CH2:9]2)[CH2:18][CH2:17]1.[ClH:39]. The catalyst class is: 5. (7) Reactant: [CH2:1]([O:8][C:9]1[CH:10]=[C:11]2[C:15](=[CH:16][C:17]=1[O:18][CH3:19])[NH:14][CH:13]=[CH:12]2)[C:2]1[CH:7]=[CH:6][CH:5]=[CH:4][CH:3]=1.[H-].[Na+].[C:22]1([S:28](Cl)(=[O:30])=[O:29])[CH:27]=[CH:26][CH:25]=[CH:24][CH:23]=1.CCOC(C)=O. Product: [C:22]1([S:28]([N:14]2[C:15]3[C:11](=[CH:10][C:9]([O:8][CH2:1][C:2]4[CH:3]=[CH:4][CH:5]=[CH:6][CH:7]=4)=[C:17]([O:18][CH3:19])[CH:16]=3)[CH:12]=[CH:13]2)(=[O:30])=[O:29])[CH:27]=[CH:26][CH:25]=[CH:24][CH:23]=1. The catalyst class is: 3. (8) Reactant: [CH3:1][C:2]1[O:6][C:5]([C:7]([NH:9][C:10]([C:13]2[N:19]([CH3:20])[C:17](=[O:18])[C:16]([OH:21])=[C:15]([C:22]([NH:24][CH2:25][C:26]3[CH:27]=[CH:28][C:29]([F:32])=[CH:30][CH:31]=3)=[O:23])[N:14]=2)([CH3:12])[CH3:11])=[O:8])=[N:4][N:3]=1.[OH-].[Ba+2:34].[OH-]. Product: [CH3:1][C:2]1[O:6][C:5]([C:7]([NH:9][C:10]([C:13]2[N:19]([CH3:20])[C:17](=[O:18])[C:16]([OH:21])=[C:15]([C:22]([NH:24][CH2:25][C:26]3[CH:27]=[CH:28][C:29]([F:32])=[CH:30][CH:31]=3)=[O:23])[N:14]=2)([CH3:12])[CH3:11])=[O:8])=[N:4][N:3]=1.[Ba:34]. The catalyst class is: 8. (9) Reactant: [Br:1][C:2]1[CH:7]=[C:6]([S:8]([CH2:11][CH3:12])(=[O:10])=[O:9])[CH:5]=[CH:4][C:3]=1F.[C:14]1([C@H:20]([NH2:23])[CH2:21][CH3:22])[CH:19]=[CH:18][CH:17]=[CH:16][CH:15]=1.C(N(C(C)C)C(C)C)C. Product: [Br:1][C:2]1[CH:7]=[C:6]([S:8]([CH2:11][CH3:12])(=[O:10])=[O:9])[CH:5]=[CH:4][C:3]=1[NH:23][C@@H:20]([C:14]1[CH:19]=[CH:18][CH:17]=[CH:16][CH:15]=1)[CH2:21][CH3:22]. The catalyst class is: 16.